This data is from HIV replication inhibition screening data with 41,000+ compounds from the AIDS Antiviral Screen. The task is: Binary Classification. Given a drug SMILES string, predict its activity (active/inactive) in a high-throughput screening assay against a specified biological target. (1) The molecule is C[N+](C)(C)CCOP(=O)(O)OP(=O)([O-])OCC1CCC(n2ccc(=N)[nH]c2=O)O1. The result is 1 (active). (2) The molecule is CNS(=O)(=O)NN(C)S(=O)(=O)c1ccc(C)cc1. The result is 0 (inactive). (3) The drug is NC(=O)CSc1nc2ccccc2c(=O)n1N. The result is 0 (inactive). (4) The molecule is Nc1ncnc2c1ncn2C1OC2(CCSC2)C(O)C1O. The result is 0 (inactive). (5) The compound is Nc1nc(N)c(N=Nc2ccc(S(=O)(=O)NC(=O)c3ccccc3)cc2)c(O)n1. The result is 0 (inactive). (6) The drug is Cc1nc2ccccc2c(=O)n1-c1ccccc1. The result is 0 (inactive). (7) The drug is Cc1ccc(OC(=O)N2CC(=Cc3ccccc3)C(=O)C(=Cc3ccccc3)C2)cc1. The result is 0 (inactive). (8) The compound is CC(C)(C)NC(=S)NN=Cc1ccccn1. The result is 0 (inactive). (9) The molecule is COc1cc(C(=O)OC2CCC3CCC2N3C)cc(OC)c1OC. The result is 0 (inactive).